From a dataset of Peptide-MHC class I binding affinity with 185,985 pairs from IEDB/IMGT. Regression. Given a peptide amino acid sequence and an MHC pseudo amino acid sequence, predict their binding affinity value. This is MHC class I binding data. (1) The peptide sequence is TSFGPLVRK. The MHC is HLA-A03:01 with pseudo-sequence HLA-A03:01. The binding affinity (normalized) is 0.863. (2) The peptide sequence is QNQEYSLL. The MHC is HLA-A02:02 with pseudo-sequence HLA-A02:02. The binding affinity (normalized) is 0.00404. (3) The peptide sequence is YLRKHIRAL. The MHC is BoLA-HD6 with pseudo-sequence BoLA-HD6. The binding affinity (normalized) is 0.798. (4) The peptide sequence is KARNIISPV. The binding affinity (normalized) is 0.568. The MHC is HLA-B07:02 with pseudo-sequence HLA-B07:02. (5) The peptide sequence is YQAENSTAE. The MHC is HLA-A25:01 with pseudo-sequence HLA-A25:01. The binding affinity (normalized) is 0.0847. (6) The binding affinity (normalized) is 0.0847. The peptide sequence is NSNINVINY. The MHC is HLA-B08:02 with pseudo-sequence HLA-B08:02. (7) The peptide sequence is PVIVADDLT. The MHC is H-2-Ld with pseudo-sequence H-2-Ld. The binding affinity (normalized) is 0.240. (8) The peptide sequence is MTAASYARY. The MHC is HLA-B18:01 with pseudo-sequence HLA-B18:01. The binding affinity (normalized) is 0.462. (9) The peptide sequence is FQEALKKSL. The binding affinity (normalized) is 0.0847. The MHC is HLA-A01:01 with pseudo-sequence HLA-A01:01. (10) The peptide sequence is AQIGVIGVF. The MHC is HLA-B58:01 with pseudo-sequence HLA-B58:01. The binding affinity (normalized) is 0.0847.